Dataset: Peptide-MHC class I binding affinity with 185,985 pairs from IEDB/IMGT. Task: Regression. Given a peptide amino acid sequence and an MHC pseudo amino acid sequence, predict their binding affinity value. This is MHC class I binding data. (1) The peptide sequence is IYIVQMLAK. The MHC is Mamu-A20102 with pseudo-sequence Mamu-A20102. The binding affinity (normalized) is 0.181. (2) The binding affinity (normalized) is 0.0847. The peptide sequence is PRFGSCYFL. The MHC is HLA-B08:01 with pseudo-sequence HLA-B08:01. (3) The peptide sequence is WCSQTNYQY. The MHC is HLA-A26:01 with pseudo-sequence HLA-A26:01. The binding affinity (normalized) is 0.